From a dataset of NCI-60 drug combinations with 297,098 pairs across 59 cell lines. Regression. Given two drug SMILES strings and cell line genomic features, predict the synergy score measuring deviation from expected non-interaction effect. Drug 1: C1=NC2=C(N=C(N=C2N1C3C(C(C(O3)CO)O)F)Cl)N. Drug 2: CCN(CC)CCNC(=O)C1=C(NC(=C1C)C=C2C3=C(C=CC(=C3)F)NC2=O)C. Cell line: A549. Synergy scores: CSS=1.88, Synergy_ZIP=-0.899, Synergy_Bliss=-0.0647, Synergy_Loewe=-3.68, Synergy_HSA=-1.67.